Dataset: Full USPTO retrosynthesis dataset with 1.9M reactions from patents (1976-2016). Task: Predict the reactants needed to synthesize the given product. (1) Given the product [CH3:26][Si:23]([CH3:24])([CH3:25])[C:21]1[CH:20]=[C:5]([CH:4]=[C:3]([Si:2]([CH3:28])([CH3:27])[CH3:1])[CH:22]=1)[C:6]([NH:8][C:9]1[CH:10]=[CH:11][C:12]([CH2:13][CH2:14][C:15]([OH:17])=[O:16])=[CH:18][CH:19]=1)=[O:7], predict the reactants needed to synthesize it. The reactants are: [CH3:1][Si:2]([CH3:28])([CH3:27])[C:3]1[CH:4]=[C:5]([CH:20]=[C:21]([Si:23]([CH3:26])([CH3:25])[CH3:24])[CH:22]=1)[C:6]([NH:8][C:9]1[CH:19]=[CH:18][C:12]([CH:13]=[CH:14][C:15]([OH:17])=[O:16])=[CH:11][CH:10]=1)=[O:7].[H][H]. (2) Given the product [CH2:1]([N:3]([CH2:11][C:12]1[CH:13]=[N:14][CH:15]=[C:16]([C:19]2[CH:20]=[C:21]3[C:25](=[CH:26][CH:27]=2)[N:24]([CH:28]2[CH2:33][CH2:32][CH2:31][CH2:30][O:29]2)[N:23]=[C:22]3[C:34]2[NH:35][C:36]([C:39]([N:41]3[CH2:42][CH2:43][CH:44]([O:99][C:100]4[CH:105]=[CH:104][CH:103]=[CH:102][CH:101]=4)[CH2:50][CH2:49]3)=[O:40])=[CH:37][N:38]=2)[C:17]=1[CH3:18])[C:4](=[O:10])[O:5][C:6]([CH3:8])([CH3:7])[CH3:9])[CH3:2], predict the reactants needed to synthesize it. The reactants are: [CH2:1]([N:3]([CH2:11][C:12]1[CH:13]=[N:14][CH:15]=[C:16]([C:19]2[CH:20]=[C:21]3[C:25](=[CH:26][CH:27]=2)[N:24]([CH:28]2[CH2:33][CH2:32][CH2:31][CH2:30][O:29]2)[N:23]=[C:22]3[C:34]2[NH:35][C:36]([C:39]([NH:41][CH2:42][C:43]3[CH:44]=NC=CC=3)=[O:40])=[CH:37][N:38]=2)[C:17]=1[CH3:18])[C:4](=[O:10])[O:5][C:6]([CH3:9])([CH3:8])[CH3:7])[CH3:2].[C:49](OC(N(CC1C(C)=C(C2C=C3C(=CC=2)N(C2CCCCO2)N=C3C2NC(C(O)=O)=CN=2)C=NC=1)CC)=O)(C)(C)[CH3:50].C(N(C(C)C)CC)(C)C.[O:99](C1CCNCC1)[C:100]1[CH:105]=[CH:104][CH:103]=[CH:102][CH:101]=1.CN(C(ON1N=NC2C=CC=NC1=2)=[N+](C)C)C.F[P-](F)(F)(F)(F)F. (3) The reactants are: [F:1][C:2]1[CH:7]=[CH:6][CH:5]=[CH:4][C:3]=1[C:8](=O)[CH3:9].[NH2:11][C:12]1[S:13]/[C:14](=[CH:18]\[C:19]2[CH:24]=[C:23]([O:25][CH3:26])[C:22]([OH:27])=[C:21]([Cl:28])[CH:20]=2)/[C:15](=[O:17])[N:16]=1. Given the product [Cl:28][C:21]1[CH:20]=[C:19](/[CH:18]=[C:14]2/[C:15](=[O:17])[N:16]3[CH:9]=[C:8]([C:3]4[CH:4]=[CH:5][CH:6]=[CH:7][C:2]=4[F:1])[N:11]=[C:12]3[S:13]/2)[CH:24]=[C:23]([O:25][CH3:26])[C:22]=1[OH:27], predict the reactants needed to synthesize it. (4) Given the product [CH3:16][O:15][C:13]1[CH:12]=[C:11]([NH:17][C:18](=[O:20])[CH3:19])[CH:10]=[C:9]([CH2:8][CH2:7][C:5]2[CH:6]=[C:2]([NH:1][C:22]3[CH:27]=[CH:26][N:25]=[C:24]([NH:28][CH2:29][C:30]4[O:34][N:33]=[C:32]([CH3:35])[CH:31]=4)[N:23]=3)[NH:3][N:4]=2)[CH:14]=1, predict the reactants needed to synthesize it. The reactants are: [NH2:1][C:2]1[CH:6]=[C:5]([CH2:7][CH2:8][C:9]2[CH:10]=[C:11]([NH:17][C:18](=[O:20])[CH3:19])[CH:12]=[C:13]([O:15][CH3:16])[CH:14]=2)[NH:4][N:3]=1.Cl[C:22]1[CH:27]=[CH:26][N:25]=[C:24]([NH:28][CH2:29][C:30]2[O:34][N:33]=[C:32]([CH3:35])[CH:31]=2)[N:23]=1. (5) Given the product [Br:32][C:33]1[N:38]=[CH:37][C:36]([C:39]([C:19]2[S:20][C:16]([C:14]3[CH:13]=[C:12]([NH:21][C:22]4[N:27]=[C:26]([C:28]([F:29])([F:31])[F:30])[CH:25]=[CH:24][N:23]=4)[CH:11]=[C:10]([CH3:9])[CH:15]=3)=[CH:17][N:18]=2)([OH:41])[CH3:40])=[CH:35][CH:34]=1, predict the reactants needed to synthesize it. The reactants are: C([N-]C(C)C)(C)C.[Li+].[CH3:9][C:10]1[CH:11]=[C:12]([NH:21][C:22]2[N:27]=[C:26]([C:28]([F:31])([F:30])[F:29])[CH:25]=[CH:24][N:23]=2)[CH:13]=[C:14]([C:16]2[S:20][CH:19]=[N:18][CH:17]=2)[CH:15]=1.[Br:32][C:33]1[N:38]=[CH:37][C:36]([C:39](=[O:41])[CH3:40])=[CH:35][CH:34]=1.